Dataset: Reaction yield outcomes from USPTO patents with 853,638 reactions. Task: Predict the reaction yield, written as a fraction of the theoretical maximum amount of product (1.0 means a 100% yield; for example, 0.34 means a 34% yield). The reactants are [C:1]([C:5]1[CH:10]=[CH:9][CH:8]=[CH:7][C:6]=1[OH:11])([CH3:4])([CH3:3])[CH3:2].[OH-].[Na+].[OH-].[I-:15].[Na+].Cl[O-].[Na+].S([O-])([O-])(=O)=S.[Na+].[Na+].Cl. The catalyst is CO. The product is [C:1]([C:5]1[CH:10]=[C:9]([I:15])[CH:8]=[CH:7][C:6]=1[OH:11])([CH3:4])([CH3:2])[CH3:3]. The yield is 0.750.